Dataset: Reaction yield outcomes from USPTO patents with 853,638 reactions. Task: Predict the reaction yield, written as a fraction of the theoretical maximum amount of product (1.0 means a 100% yield; for example, 0.34 means a 34% yield). The reactants are [OH:1][C:2]([C:27]1[N:32]=[CH:31][C:30]([C:33]([O:35]C)=[O:34])=[CH:29][CH:28]=1)([C:4]1[S:5][C:6]([C:9]2[CH:14]=[C:13]([NH:15][C:16]3[N:21]=[C:20]([C:22]([F:25])([F:24])[F:23])[CH:19]=[CH:18][N:17]=3)[CH:12]=[C:11]([CH3:26])[CH:10]=2)=[CH:7][N:8]=1)[CH3:3].[OH-].[Na+].Cl. The catalyst is CO.O. The product is [OH:1][C:2]([C:27]1[N:32]=[CH:31][C:30]([C:33]([OH:35])=[O:34])=[CH:29][CH:28]=1)([C:4]1[S:5][C:6]([C:9]2[CH:14]=[C:13]([NH:15][C:16]3[N:21]=[C:20]([C:22]([F:25])([F:24])[F:23])[CH:19]=[CH:18][N:17]=3)[CH:12]=[C:11]([CH3:26])[CH:10]=2)=[CH:7][N:8]=1)[CH3:3]. The yield is 0.940.